From a dataset of Full USPTO retrosynthesis dataset with 1.9M reactions from patents (1976-2016). Predict the reactants needed to synthesize the given product. (1) Given the product [F:22][C:2]([F:1])([F:21])[C:3]([N:5]1[CH2:11][CH:10]([CH:12]2[CH2:14][CH2:13]2)[C:9]2[CH:15]=[C:16]([Br:23])[C:17]([O:19][CH3:20])=[CH:18][C:8]=2[CH2:7][CH2:6]1)=[O:4], predict the reactants needed to synthesize it. The reactants are: [F:1][C:2]([F:22])([F:21])[C:3]([N:5]1[CH2:11][CH:10]([CH:12]2[CH2:14][CH2:13]2)[C:9]2[CH:15]=[CH:16][C:17]([O:19][CH3:20])=[CH:18][C:8]=2[CH2:7][CH2:6]1)=[O:4].[Br:23]N1C(=O)CCC1=O. (2) Given the product [O:23]=[C:19]1[C@H:18]([O:1][C:2]2[CH:3]=[CH:4][C:5]([C:8]3[S:9][C:10]([C:13]([O:15][CH3:16])=[O:14])=[CH:11][N:12]=3)=[N:6][CH:7]=2)[CH2:22][CH2:21][NH:20]1, predict the reactants needed to synthesize it. The reactants are: [OH:1][C:2]1[CH:3]=[CH:4][C:5]([C:8]2[S:9][C:10]([C:13]([O:15][CH3:16])=[O:14])=[CH:11][N:12]=2)=[N:6][CH:7]=1.O[C@H:18]1[CH2:22][CH2:21][NH:20][C:19]1=[O:23].C1C=CC(P(C2C=CC=CC=2)C2C=CC=CC=2)=CC=1.CCOC(/N=N/C(OCC)=O)=O. (3) Given the product [CH3:1][O:2][C:3]([C:5]1[CH:10]=[N:9][C:8]([CH2:11][Br:19])=[CH:7][N:6]=1)=[O:4], predict the reactants needed to synthesize it. The reactants are: [CH3:1][O:2][C:3]([C:5]1[CH:10]=[N:9][C:8]([CH3:11])=[CH:7][N:6]=1)=[O:4].C1C(=O)N([Br:19])C(=O)C1.C(OOC(=O)C1C=CC=CC=1)(=O)C1C=CC=CC=1.